From a dataset of Catalyst prediction with 721,799 reactions and 888 catalyst types from USPTO. Predict which catalyst facilitates the given reaction. (1) Reactant: C(OC([N:8]1[CH2:13][CH2:12][CH:11]([NH:14][C:15]2[N:20]=[C:19]([O:21][CH2:22][C:23]([F:26])([F:25])[F:24])[N:18]=[C:17]([NH:27][C:28]3[CH:33]=[CH:32][CH:31]=[C:30]([C:34]([F:37])([F:36])[F:35])[CH:29]=3)[N:16]=2)[CH2:10][CH2:9]1)=O)(C)(C)C.Cl.[OH-].[Na+]. Product: [NH:8]1[CH2:9][CH2:10][CH:11]([NH:14][C:15]2[N:16]=[C:17]([NH:27][C:28]3[CH:33]=[CH:32][CH:31]=[C:30]([C:34]([F:37])([F:36])[F:35])[CH:29]=3)[N:18]=[C:19]([O:21][CH2:22][C:23]([F:26])([F:24])[F:25])[N:20]=2)[CH2:12][CH2:13]1. The catalyst class is: 12. (2) Reactant: F[C:2]1[CH:7]=[CH:6][C:5]([N+:8]([O-:10])=[O:9])=[CH:4][CH:3]=1.[CH3:11][O:12][CH2:13][CH2:14][OH:15].[OH-].[K+]. The catalyst class is: 58. Product: [CH3:11][O:12][CH2:13][CH2:14][O:15][C:2]1[CH:7]=[CH:6][C:5]([N+:8]([O-:10])=[O:9])=[CH:4][CH:3]=1. (3) Reactant: [Cl:1][C:2]1[CH:3]=[C:4]([C:9]2[C:14]([C:15]([NH:17][CH2:18][CH2:19][CH2:20][C:21]3[CH:26]=[CH:25][CH:24]=[CH:23][CH:22]=3)=[O:16])=[C:13]([CH3:27])[N:12]=[C:11](S(C)(=O)=O)[N:10]=2)[CH:5]=[C:6]([Cl:8])[CH:7]=1.[CH2:32]([Mg]Br)[CH2:33][CH3:34].Cl. Product: [Cl:1][C:2]1[CH:3]=[C:4]([C:9]2[C:14]([C:15]([NH:17][CH2:18][CH2:19][CH2:20][C:21]3[CH:26]=[CH:25][CH:24]=[CH:23][CH:22]=3)=[O:16])=[C:13]([CH3:27])[N:12]=[C:11]([CH2:32][CH2:33][CH3:34])[N:10]=2)[CH:5]=[C:6]([Cl:8])[CH:7]=1. The catalyst class is: 56. (4) Reactant: [N:1]1[C:5]2[CH:6]=[CH:7][CH:8]=[CH:9][C:4]=2[NH:3][C:2]=1[S:10]([CH2:13][CH2:14][N:15]1[CH2:20][CH2:19][NH:18][CH2:17][CH2:16]1)(=[O:12])=[O:11].C(=O)([O-])[O-].[K+].[K+].Br[CH2:28][C:29]([NH:31][C:32]1[C:33]([S:41][CH3:42])=[N:34][C:35]([CH3:40])=[CH:36][C:37]=1[S:38][CH3:39])=[O:30]. Product: [N:1]1[C:5]2[CH:6]=[CH:7][CH:8]=[CH:9][C:4]=2[NH:3][C:2]=1[S:10]([CH2:13][CH2:14][N:15]1[CH2:20][CH2:19][N:18]([CH2:28][C:29]([NH:31][C:32]2[C:33]([S:41][CH3:42])=[N:34][C:35]([CH3:40])=[CH:36][C:37]=2[S:38][CH3:39])=[O:30])[CH2:17][CH2:16]1)(=[O:12])=[O:11]. The catalyst class is: 18. (5) Reactant: [NH2:1][C:2]1[S:3][C:4]2[CH:10]=[C:9]([OH:11])[CH:8]=[CH:7][C:5]=2[N:6]=1.[CH:12]1([C:15](Cl)=[O:16])[CH2:14][CH2:13]1.O. Product: [OH:11][C:9]1[CH:8]=[CH:7][C:5]2[N:6]=[C:2]([NH:1][C:15]([CH:12]3[CH2:14][CH2:13]3)=[O:16])[S:3][C:4]=2[CH:10]=1. The catalyst class is: 80. (6) Reactant: [C:1]([C:3]1[CH:4]=[C:5]([N:15]2[CH:19]=[C:18]([C:20]([O:22]CC)=[O:21])[CH:17]=[N:16]2)[CH:6]=[N:7][C:8]=1[C:9]1[CH:14]=[CH:13][CH:12]=[CH:11][CH:10]=1)#[N:2].[OH-].[Na+].Cl. Product: [C:1]([C:3]1[CH:4]=[C:5]([N:15]2[CH:19]=[C:18]([C:20]([OH:22])=[O:21])[CH:17]=[N:16]2)[CH:6]=[N:7][C:8]=1[C:9]1[CH:10]=[CH:11][CH:12]=[CH:13][CH:14]=1)#[N:2]. The catalyst class is: 83.